This data is from Full USPTO retrosynthesis dataset with 1.9M reactions from patents (1976-2016). The task is: Predict the reactants needed to synthesize the given product. Given the product [N:15]1([C:13]2[CH:12]=[CH:11][C:10]([NH:21][C:22]([C:24]3[CH:25]=[C:26]([CH:38]=[CH:39][CH:40]=3)[CH2:27][S:28][CH2:29][CH2:30][C:31]([O:33][C:34]([CH3:37])([CH3:36])[CH3:35])=[O:32])=[O:23])=[C:9]([C:5]3[CH:4]=[C:3]([C:2](=[O:1])[C:41]4[CH:46]=[CH:45][CH:44]=[C:43]([C:47]([F:50])([F:48])[F:49])[CH:42]=4)[CH:8]=[CH:7][N:6]=3)[CH:14]=2)[CH2:20][CH2:19][CH2:18][CH2:17][CH2:16]1, predict the reactants needed to synthesize it. The reactants are: [OH:1][CH:2]([C:41]1[CH:46]=[CH:45][CH:44]=[C:43]([C:47]([F:50])([F:49])[F:48])[CH:42]=1)[C:3]1[CH:8]=[CH:7][N:6]=[C:5]([C:9]2[CH:14]=[C:13]([N:15]3[CH2:20][CH2:19][CH2:18][CH2:17][CH2:16]3)[CH:12]=[CH:11][C:10]=2[NH:21][C:22]([C:24]2[CH:25]=[C:26]([CH:38]=[CH:39][CH:40]=2)[CH2:27][S:28][CH2:29][CH2:30][C:31]([O:33][C:34]([CH3:37])([CH3:36])[CH3:35])=[O:32])=[O:23])[CH:4]=1.C(N(C(C)C)CC)(C)C.CS(C)=O.